From a dataset of Full USPTO retrosynthesis dataset with 1.9M reactions from patents (1976-2016). Predict the reactants needed to synthesize the given product. (1) Given the product [CH:23]1([N:13]([CH2:14][C:15]2[CH:20]=[CH:19][C:18]([O:21][CH3:22])=[CH:17][CH:16]=2)[C:4]2[C:5]3[N:6]([C:8]([C:11]#[N:12])=[CH:9][N:10]=3)[N:7]=[C:2]([NH:35][C:32]3[CH:31]=[CH:30][C:29]([N:28]([CH2:36][CH3:37])[CH2:26][CH3:27])=[CH:34][CH:33]=3)[CH:3]=2)[CH2:25][CH2:24]1, predict the reactants needed to synthesize it. The reactants are: Cl[C:2]1[CH:3]=[C:4]([N:13]([CH:23]2[CH2:25][CH2:24]2)[CH2:14][C:15]2[CH:20]=[CH:19][C:18]([O:21][CH3:22])=[CH:17][CH:16]=2)[C:5]2[N:6]([C:8]([C:11]#[N:12])=[CH:9][N:10]=2)[N:7]=1.[CH2:26]([N:28]([CH2:36][CH3:37])[C:29]1[CH:34]=[CH:33][C:32]([NH2:35])=[CH:31][CH:30]=1)[CH3:27].CN1C(=O)CCC1. (2) Given the product [Cl:26][C:11]1[N:10]=[C:9]([NH2:8])[N:14]=[C:13]2[N:38]([CH2:37][C:32]3[C:31]([CH3:40])=[C:30]([O:29][CH3:28])[C:35]([CH3:36])=[CH:34][N:33]=3)[N:39]=[C:16]([CH2:17][CH:18]3[CH2:22][O:21][C:20]([CH3:24])([CH3:23])[O:19]3)[C:12]=12, predict the reactants needed to synthesize it. The reactants are: C(N(CC)CC)C.[NH2:8][C:9]1[N:14]=[C:13](Cl)[C:12]([C:16](=O)[CH2:17][CH:18]2[CH2:22][O:21][C:20]([CH3:24])([CH3:23])[O:19]2)=[C:11]([Cl:26])[N:10]=1.Cl.[CH3:28][O:29][C:30]1[C:35]([CH3:36])=[CH:34][N:33]=[C:32]([CH2:37][NH:38][NH2:39])[C:31]=1[CH3:40]. (3) The reactants are: [F:1][C:2]1[CH:7]=[C:6]([F:8])[CH:5]=[CH:4][C:3]=1[CH2:9][NH:10][C:11]([C:13]1[C:14](=[O:33])[C:15]([OH:32])=[C:16]2[C:29](=[O:30])[N:20]3[CH2:21][CH2:22][C@@H:23]4[CH2:28][CH2:27][CH2:26][CH2:25][N:24]4[C@@H:19]3[CH2:18][N:17]2[CH:31]=1)=[O:12].N1CCCC[C@H]1CCN.FC1C=C(F)C=CC=1CNC(C1C(=O)C(OCC2C=CC=CC=2)=C2C(=O)N3CC[C@@H]4CCCCN4[C@@H]3CN2C=1)=O. Given the product [F:1][C:2]1[CH:7]=[C:6]([F:8])[CH:5]=[CH:4][C:3]=1[CH2:9][NH:10][C:11]([C:13]1[C:14](=[O:33])[C:15]([OH:32])=[C:16]2[C:29](=[O:30])[N:20]3[CH2:21][CH2:22][CH:23]4[CH2:28][CH2:27][CH2:26][CH2:25][N:24]4[CH:19]3[CH2:18][N:17]2[CH:31]=1)=[O:12], predict the reactants needed to synthesize it. (4) Given the product [CH3:1][O:2][C:3]([CH:5]1[CH2:13][C:12]2[C:7](=[CH:8][CH:9]=[CH:10][C:11]=2[S:14](=[O:16])(=[O:15])[NH:35][CH2:34][CH2:33][N:32]([C:29]2[N:28]=[CH:27][C:26]([CH2:24][CH3:25])=[CH:31][N:30]=2)[CH2:36][C:37]2[CH:42]=[CH:41][C:40]([O:43][C:44]([F:45])([F:47])[F:46])=[CH:39][CH:38]=2)[CH2:6]1)=[O:4], predict the reactants needed to synthesize it. The reactants are: [CH3:1][O:2][C:3]([CH:5]1[CH2:13][C:12]2[C:7](=[CH:8][CH:9]=[CH:10][C:11]=2[S:14](Cl)(=[O:16])=[O:15])[CH2:6]1)=[O:4].C(=O)([O-])[O-].[K+].[K+].[CH2:24]([C:26]1[CH:27]=[N:28][C:29]([N:32]([CH2:36][C:37]2[CH:42]=[CH:41][C:40]([O:43][C:44]([F:47])([F:46])[F:45])=[CH:39][CH:38]=2)[CH2:33][CH2:34][NH2:35])=[N:30][CH:31]=1)[CH3:25].